From a dataset of Forward reaction prediction with 1.9M reactions from USPTO patents (1976-2016). Predict the product of the given reaction. (1) Given the reactants [N:1]1[CH:6]=[CH:5][CH:4]=[CH:3][C:2]=1[C:7]([OH:9])=O.C(Cl)CCl.C1C=CC2N(O)N=NC=2C=1.CCN(C(C)C)C(C)C.Cl.[CH3:34][C:35]1[C:43]2[C:42]([N:44]3[CH2:49][CH2:48][CH:47]([NH2:50])[CH2:46][CH2:45]3)=[N:41][CH:40]=[N:39][C:38]=2[NH:37][CH:36]=1, predict the reaction product. The product is: [CH3:34][C:35]1[C:43]2[C:38]([NH:39][CH:40]=[N:41][C:42]=2[N:44]2[CH2:49][CH2:48][CH:47]([NH:50][C:7]([C:2]3[CH:3]=[CH:4][CH:5]=[CH:6][N:1]=3)=[O:9])[CH2:46][CH2:45]2)=[N:37][CH:36]=1. (2) Given the reactants [CH:1]([C:4]1[CH:12]=[CH:11][CH:10]=[C:9]2[C:5]=1[CH2:6][CH2:7][C@@H:8]2[OH:13])([CH3:3])[CH3:2].[CH3:14][O:15][C:16](=[O:28])[CH2:17][C@H:18]1[C:22]2[CH:23]=[CH:24][C:25](O)=[CH:26][C:21]=2[O:20][CH2:19]1, predict the reaction product. The product is: [CH3:14][O:15][C:16](=[O:28])[CH2:17][C@H:18]1[C:22]2[CH:23]=[CH:24][C:25]([O:13][C@H:8]3[C:9]4[C:5](=[C:4]([CH:1]([CH3:3])[CH3:2])[CH:12]=[CH:11][CH:10]=4)[CH2:6][CH2:7]3)=[CH:26][C:21]=2[O:20][CH2:19]1. (3) Given the reactants [CH3:1][O:2][CH2:3][CH:4]1[C:13]2[C:8]3=[C:9]([CH2:14][N:15](C(OC(C)(C)C)=O)[CH2:16][CH:17]([CH3:18])[N:7]3[CH2:6][CH2:5]1)[CH:10]=[CH:11][CH:12]=2.C(O)(C(F)(F)F)=O, predict the reaction product. The product is: [CH3:1][O:2][CH2:3][CH:4]1[C:13]2[C:8]3=[C:9]([CH2:14][NH:15][CH2:16][CH:17]([CH3:18])[N:7]3[CH2:6][CH2:5]1)[CH:10]=[CH:11][CH:12]=2. (4) Given the reactants [F:1][C:2]1[CH:9]=[C:8]([OH:10])[CH:7]=[C:6]([OH:11])[C:3]=1[CH:4]=[O:5].C(=O)([O-])[O-].[Cs+].[Cs+].Cl[CH2:19][O:20][CH3:21], predict the reaction product. The product is: [F:1][C:2]1[CH:9]=[C:8]([O:10][CH2:19][O:20][CH3:21])[CH:7]=[C:6]([OH:11])[C:3]=1[CH:4]=[O:5].